From a dataset of Reaction yield outcomes from USPTO patents with 853,638 reactions. Predict the reaction yield, written as a fraction of the theoretical maximum amount of product (1.0 means a 100% yield; for example, 0.34 means a 34% yield). (1) The reactants are [Cl:1][C:2]1[CH:3]=[CH:4][C:5]([C:8]2[CH:13]=[CH:12][NH:11][C:10](=[O:14])[CH:9]=2)=[N:6][CH:7]=1.Br[C:16]1[CH:17]=[CH:18][C:19]2[C:20]3[CH2:29][N:28]([C:30]([O:32][C:33]([CH3:36])([CH3:35])[CH3:34])=[O:31])[CH2:27][CH2:26][C:21]=3[N:22]([CH3:25])[C:23]=2[CH:24]=1. No catalyst specified. The product is [Cl:1][C:2]1[CH:3]=[CH:4][C:5]([C:8]2[CH:13]=[CH:12][N:11]([C:16]3[CH:17]=[CH:18][C:19]4[C:20]5[CH2:29][N:28]([C:30]([O:32][C:33]([CH3:36])([CH3:35])[CH3:34])=[O:31])[CH2:27][CH2:26][C:21]=5[N:22]([CH3:25])[C:23]=4[CH:24]=3)[C:10](=[O:14])[CH:9]=2)=[N:6][CH:7]=1. The yield is 0.300. (2) The reactants are [N+:1]([C:4]1[CH:22]=[CH:21][C:7]([O:8][CH2:9][C:10]2[O:14][N:13]=[C:12]([C:15]3[CH:20]=[CH:19][CH:18]=[CH:17][CH:16]=3)[N:11]=2)=[CH:6][CH:5]=1)([O-])=O.S(S([O-])=O)([O-])=O.[Na+].[Na+].C([O-])([O-])=O.[K+].[K+]. The catalyst is CO.C(Cl)Cl. The product is [NH2:1][C:4]1[CH:22]=[CH:21][C:7]([O:8][CH2:9][C:10]2[O:14][N:13]=[C:12]([C:15]3[CH:20]=[CH:19][CH:18]=[CH:17][CH:16]=3)[N:11]=2)=[CH:6][CH:5]=1. The yield is 0.510.